From a dataset of Cav3 T-type calcium channel HTS with 100,875 compounds. Binary Classification. Given a drug SMILES string, predict its activity (active/inactive) in a high-throughput screening assay against a specified biological target. (1) The molecule is S(Oc1cc(N2C(=O)C3C(CC=CC3)C2=O)ccc1)(=O)(=O)c1cc2c(cc1)cccc2. The result is 0 (inactive). (2) The drug is S1(=O)(=O)N(C(=O)c2c1cccc2)CC(=O)Nc1c(ccc(c1)C(OC)=O)C. The result is 0 (inactive). (3) The drug is O=C(NC1CCCCC1)NCc1ccc(OC)cc1. The result is 0 (inactive). (4) The compound is O=C1C(Cc2c1cc1CC(C(=O)c1c2)C(OCC)=O)C(OCC)=O. The result is 0 (inactive). (5) The drug is Clc1cc(C(NC(OCC)=O)C2CCCCCC2=O)ccc1. The result is 0 (inactive).